Dataset: Forward reaction prediction with 1.9M reactions from USPTO patents (1976-2016). Task: Predict the product of the given reaction. (1) Given the reactants [Li+].[Cl-].C([Mg]Cl)(C)C.[Cl:8][C:9]1[N:10]=[C:11]([Cl:27])[C:12]2[C:17](I)=[CH:16][N:15]([CH2:19][O:20][CH2:21][CH2:22][Si:23]([CH3:26])([CH3:25])[CH3:24])[C:13]=2[N:14]=1.S([C:38]#[N:39])(C1C=CC(C)=CC=1)(=O)=O, predict the reaction product. The product is: [Cl:8][C:9]1[N:10]=[C:11]([Cl:27])[C:12]2[C:17]([C:38]#[N:39])=[CH:16][N:15]([CH2:19][O:20][CH2:21][CH2:22][Si:23]([CH3:26])([CH3:25])[CH3:24])[C:13]=2[N:14]=1. (2) Given the reactants [C:1]([OH:8])(=[O:7])[CH2:2][CH2:3][C:4]([CH3:6])=[O:5].[CH2:9]([OH:15])[CH2:10][O:11][CH2:12][CH2:13]O, predict the reaction product. The product is: [OH:15][CH2:9][CH2:10][O:11][CH2:12][CH2:13][O:5][CH:4]([CH3:6])[CH2:3][CH2:2][C:1]([O:8][CH2:13][CH2:12][O:11][CH2:10][CH2:9][OH:15])=[O:7]. (3) The product is: [CH3:29][CH:6]1[N:5]2[C:10]([CH2:11][O:12][C:13]3[C:4]2=[CH:3][C:2]([B:33]2[O:34][C:35]([CH3:37])([CH3:36])[C:31]([CH3:47])([CH3:30])[O:32]2)=[C:15]([C:16]([F:19])([F:18])[F:17])[CH:14]=3)=[N:9][N:8]([CH2:20][O:21][CH2:22][CH2:23][Si:24]([CH3:27])([CH3:25])[CH3:26])[C:7]1=[O:28]. Given the reactants Br[C:2]1[CH:3]=[C:4]2[C:13](=[CH:14][C:15]=1[C:16]([F:19])([F:18])[F:17])[O:12][CH2:11][C:10]1[N:5]2[CH:6]([CH3:29])[C:7](=[O:28])[N:8]([CH2:20][O:21][CH2:22][CH2:23][Si:24]([CH3:27])([CH3:26])[CH3:25])[N:9]=1.[CH3:30][C:31]1([CH3:47])[C:35]([CH3:37])([CH3:36])[O:34][B:33]([B:33]2[O:34][C:35]([CH3:37])([CH3:36])[C:31]([CH3:47])([CH3:30])[O:32]2)[O:32]1.CC([O-])=O.[K+], predict the reaction product. (4) Given the reactants C(O[C:4]([C:6]1[N:7]=[N:8][C:9]([O:12][CH2:13][C:14]2[C:15]([C:20]3[CH:25]=[CH:24][C:23]([F:26])=[CH:22][CH:21]=3)=[N:16][O:17][C:18]=2[CH3:19])=[CH:10][CH:11]=1)=[O:5])C.[NH2:27][CH:28]1[CH2:33][CH2:32][O:31][CH2:30][CH2:29]1, predict the reaction product. The product is: [O:31]1[CH2:32][CH2:33][CH:28]([NH:27][C:4]([C:6]2[N:7]=[N:8][C:9]([O:12][CH2:13][C:14]3[C:15]([C:20]4[CH:21]=[CH:22][C:23]([F:26])=[CH:24][CH:25]=4)=[N:16][O:17][C:18]=3[CH3:19])=[CH:10][CH:11]=2)=[O:5])[CH2:29][CH2:30]1. (5) Given the reactants [NH2:1][C:2]1[C:28]([CH3:29])=[C:27]([CH3:30])[C:5]([O:6][CH2:7][C:8]([N:10]([CH:12]2[CH2:17][CH2:16][N:15]([CH2:18][C:19]3[CH:24]=[CH:23][C:22]([C:25]#[N:26])=[CH:21][CH:20]=3)[CH2:14][CH2:13]2)[CH3:11])=[O:9])=[C:4]([CH3:31])[C:3]=1[CH3:32].OO.[OH-].[Na+].C(=O)([O-])[OH:38].[Na+], predict the reaction product. The product is: [NH2:1][C:2]1[C:3]([CH3:32])=[C:4]([CH3:31])[C:5]([O:6][CH2:7][C:8]([N:10]([CH3:11])[CH:12]2[CH2:13][CH2:14][N:15]([CH2:18][C:19]3[CH:20]=[CH:21][C:22]([C:25]([NH2:26])=[O:38])=[CH:23][CH:24]=3)[CH2:16][CH2:17]2)=[O:9])=[C:27]([CH3:30])[C:28]=1[CH3:29]. (6) Given the reactants [Br:1][C:2]1[C:3]([CH:8]=[O:9])=[N:4][CH:5]=[CH:6][CH:7]=1.[BH4-].[Na+], predict the reaction product. The product is: [Br:1][C:2]1[C:3]([CH2:8][OH:9])=[N:4][CH:5]=[CH:6][CH:7]=1.